Dataset: Full USPTO retrosynthesis dataset with 1.9M reactions from patents (1976-2016). Task: Predict the reactants needed to synthesize the given product. (1) Given the product [Br-:1].[CH2:37]([P+:6]([CH2:2][CH2:3][CH2:4][CH3:5])([CH2:33][CH2:34][CH2:35][CH3:36])[CH2:7][CH2:8][CH2:9][CH2:10][C:11]([S:19][C:20]1[CH:25]=[CH:24][CH:23]=[CH:22][CH:21]=1)([S:26][C:27]1[CH:28]=[CH:29][CH:30]=[CH:31][CH:32]=1)[CH2:12][CH2:13][C:14]([OH:16])=[O:15])[CH2:38][CH2:39][CH3:40], predict the reactants needed to synthesize it. The reactants are: [Br-:1].[CH2:2]([P+:6]([CH2:37][CH2:38][CH2:39][CH3:40])([CH2:33][CH2:34][CH2:35][CH3:36])[CH2:7][CH2:8][CH2:9][CH2:10][C:11]([S:26][C:27]1[CH:32]=[CH:31][CH:30]=[CH:29][CH:28]=1)([S:19][C:20]1[CH:25]=[CH:24][CH:23]=[CH:22][CH:21]=1)[CH2:12][CH2:13][C:14]([O:16]CC)=[O:15])[CH2:3][CH2:4][CH3:5].CO.[OH-].[Na+]. (2) Given the product [CH3:20][O:19][C:12]1[CH:13]=[CH:14][CH:15]=[C:16]([O:17][CH3:18])[C:11]=1[CH:2]1[N:1]([CH2:31][C:30]2[CH:33]=[CH:34][CH:35]=[C:28]([O:21][C:22]3[CH:27]=[CH:26][CH:25]=[CH:24][CH:23]=3)[CH:29]=2)[C:7](=[O:9])[CH2:6][CH2:5][CH2:4][CH2:3]1, predict the reactants needed to synthesize it. The reactants are: [NH2:1][CH:2]([C:11]1[C:16]([O:17][CH3:18])=[CH:15][CH:14]=[CH:13][C:12]=1[O:19][CH3:20])[CH2:3][CH2:4][CH2:5][CH2:6][C:7]([O:9]C)=O.[O:21]([C:28]1[CH:29]=[C:30]([CH:33]=[CH:34][CH:35]=1)[CH:31]=O)[C:22]1[CH:27]=[CH:26][CH:25]=[CH:24][CH:23]=1. (3) Given the product [CH2:14]([O:8][C:7](=[O:9])[C:6]1[CH:10]=[C:2]([Cl:1])[CH:3]=[CH:4][C:5]=1[N+:11]([O-:13])=[O:12])[CH3:15], predict the reactants needed to synthesize it. The reactants are: [Cl:1][C:2]1[CH:3]=[CH:4][C:5]([N+:11]([O-:13])=[O:12])=[C:6]([CH:10]=1)[C:7]([OH:9])=[O:8].[CH2:14](OC(=O)C1C=C(N2CCCCC2)C=CC=1N)[CH3:15].S(Cl)(Cl)=O. (4) Given the product [NH3:8].[OH:42][C@H:32]([C:33]1[CH:38]=[CH:37][C:36]([OH:39])=[C:35]([CH2:40][OH:41])[CH:34]=1)[CH2:31][NH:8][CH2:9][CH2:10][CH2:11][CH2:12][CH2:13][CH2:14][O:15][CH2:16][CH2:17][CH2:18][CH2:19][C:20]1[CH:21]=[C:22]([NH:27][C:28]([NH2:30])=[O:29])[CH:23]=[C:24]([CH3:26])[CH:25]=1, predict the reactants needed to synthesize it. The reactants are: C([N:8]([CH2:31][C@H:32]([OH:42])[C:33]1[CH:38]=[CH:37][C:36]([OH:39])=[C:35]([CH2:40][OH:41])[CH:34]=1)[CH2:9][CH2:10][CH2:11][CH2:12][CH2:13][CH2:14][O:15][CH2:16][CH2:17][CH2:18][CH2:19][C:20]1[CH:21]=[C:22]([NH:27][C:28]([NH2:30])=[O:29])[CH:23]=[C:24]([CH3:26])[CH:25]=1)C1C=CC=CC=1.N.C(Cl)(Cl)Cl.